From a dataset of Reaction yield outcomes from USPTO patents with 853,638 reactions. Predict the reaction yield, written as a fraction of the theoretical maximum amount of product (1.0 means a 100% yield; for example, 0.34 means a 34% yield). (1) The reactants are [CH2:1]([C:4]1[C:8]([CH2:9][CH2:10][CH2:11][CH2:12][OH:13])=[CH:7][N:6]([C:14]2[CH:19]=[CH:18][C:17]([C:20]([F:23])([F:22])[F:21])=[CH:16][N:15]=2)[N:5]=1)[CH2:2][CH3:3].O[C:25]1[CH:30]=[CH:29][C:28]([CH2:31][CH2:32][C:33]([O:35]CC)=[O:34])=[C:27]([CH3:38])[CH:26]=1.C(P(CCCC)CCCC)CCC.N(C(N1CCCCC1)=O)=NC(N1CCCCC1)=O. The catalyst is O1CCCC1. The product is [CH3:38][C:27]1[CH:26]=[C:25]([O:13][CH2:12][CH2:11][CH2:10][CH2:9][C:8]2[C:4]([CH2:1][CH2:2][CH3:3])=[N:5][N:6]([C:14]3[CH:19]=[CH:18][C:17]([C:20]([F:22])([F:21])[F:23])=[CH:16][N:15]=3)[CH:7]=2)[CH:30]=[CH:29][C:28]=1[CH2:31][CH2:32][C:33]([OH:35])=[O:34]. The yield is 0.430. (2) The reactants are [Si:1]([O:8][CH2:9][CH2:10][CH2:11][N:12]1[C:17](=[O:18])[C:16]2[CH:19]=[C:20]([O:23][C:24]3[CH:29]=[CH:28][CH:27]=[C:26]([Cl:30])[CH:25]=3)[N:21]=[CH:22][C:15]=2[N:14]([CH3:31])[C:13]1=[O:32])([C:4]([CH3:7])([CH3:6])[CH3:5])([CH3:3])[CH3:2].[Li+].CC([N-]C(C)C)C.[Cl:41][C:42]1[CH:49]=[CH:48][C:45]([CH:46]=[O:47])=[CH:44][CH:43]=1. The catalyst is C1COCC1. The product is [Si:1]([O:8][CH2:9][CH2:10][CH2:11][N:12]1[C:17](=[O:18])[C:16]2[C:19]([CH:46]([C:45]3[CH:48]=[CH:49][C:42]([Cl:41])=[CH:43][CH:44]=3)[OH:47])=[C:20]([O:23][C:24]3[CH:29]=[CH:28][CH:27]=[C:26]([Cl:30])[CH:25]=3)[N:21]=[CH:22][C:15]=2[N:14]([CH3:31])[C:13]1=[O:32])([C:4]([CH3:6])([CH3:7])[CH3:5])([CH3:3])[CH3:2]. The yield is 0.290. (3) The reactants are [Br:1][C:2]1[CH:10]=[C:9]2[C:5]([CH:6]=[CH:7][NH:8]2)=[CH:4][CH:3]=1.[N:11]([O-])=O.[Na+].[OH2:15]. The catalyst is C1COCC1. The product is [Br:1][C:2]1[CH:10]=[C:9]2[C:5]([C:6]([CH:7]=[O:15])=[N:11][NH:8]2)=[CH:4][CH:3]=1. The yield is 0.291. (4) The product is [F:20][C:3]1[C:2]([C:37]#[C:36][C:34]([OH:38])([CH3:35])[CH3:33])=[CH:19][C:6]2[C:7]3[N:11]=[C:10]([C:12]([NH2:14])=[O:13])[NH:9][C:8]=3[CH:15]3[CH2:16][CH:17]([C:5]=2[CH:4]=1)[CH2:18]3. The catalyst is C(#N)C.[Cu]I.Cl[Pd](Cl)([P](C1C=CC=CC=1)(C1C=CC=CC=1)C1C=CC=CC=1)[P](C1C=CC=CC=1)(C1C=CC=CC=1)C1C=CC=CC=1. The yield is 0.270. The reactants are Br[C:2]1[C:3]([F:20])=[CH:4][C:5]2[CH:17]3[CH2:18][CH:15]([CH2:16]3)[C:8]3[NH:9][C:10]([C:12]([NH2:14])=[O:13])=[N:11][C:7]=3[C:6]=2[CH:19]=1.CN(C)C=O.C(N(CC)CC)C.[CH3:33][C:34]([OH:38])([C:36]#[CH:37])[CH3:35]. (5) The catalyst is CCO. The yield is 0.881. The product is [NH2:6][C:5]1[NH:17][N:16]=[C:3]([NH:9][C:10]2[CH:15]=[CH:14][CH:13]=[CH:12][CH:11]=2)[C:4]=1[C:7]#[N:8]. The reactants are CS[C:3]([NH:9][C:10]1[CH:15]=[CH:14][CH:13]=[CH:12][CH:11]=1)=[C:4]([C:7]#[N:8])[C:5]#[N:6].[NH2:16][NH2:17].